Predict which catalyst facilitates the given reaction. From a dataset of Catalyst prediction with 721,799 reactions and 888 catalyst types from USPTO. (1) Reactant: [CH3:1][C:2]1[N:7]=[C:6]([CH2:8][N:9]2[CH2:14][CH2:13][N:12](C(OC(C)(C)C)=O)[CH2:11][CH2:10]2)[CH:5]=[CH:4][C:3]=1[C:22]1[CH:27]=[CH:26][CH:25]=[CH:24][C:23]=1[CH3:28].FC(F)(F)C(O)=O. Product: [CH3:1][C:2]1[N:7]=[C:6]([CH2:8][N:9]2[CH2:10][CH2:11][NH:12][CH2:13][CH2:14]2)[CH:5]=[CH:4][C:3]=1[C:22]1[CH:27]=[CH:26][CH:25]=[CH:24][C:23]=1[CH3:28]. The catalyst class is: 4. (2) Reactant: [Br-].C([O:6][C:7]([CH2:9][N+:10]12[CH2:17][CH2:16][CH:13]([CH2:14][CH2:15]1)[C@@H:12]([O:18][C:19](=[O:34])[C:20]([OH:33])([C:27]1[CH:32]=[CH:31][CH:30]=[CH:29][CH:28]=1)[C:21]1[CH:26]=[CH:25][CH:24]=[CH:23][CH:22]=1)[CH2:11]2)=[O:8])(C)(C)C.[F:35][C:36]([F:41])([F:40])[C:37]([OH:39])=[O:38]. Product: [F:35][C:36]([F:41])([F:40])[C:37]([O-:39])=[O:38].[C:7]([CH2:9][N+:10]12[CH2:17][CH2:16][CH:13]([CH2:14][CH2:15]1)[C@@H:12]([O:18][C:19](=[O:34])[C:20]([OH:33])([C:21]1[CH:22]=[CH:23][CH:24]=[CH:25][CH:26]=1)[C:27]1[CH:28]=[CH:29][CH:30]=[CH:31][CH:32]=1)[CH2:11]2)([OH:8])=[O:6]. The catalyst class is: 22.